Dataset: Peptide-MHC class II binding affinity with 134,281 pairs from IEDB. Task: Regression. Given a peptide amino acid sequence and an MHC pseudo amino acid sequence, predict their binding affinity value. This is MHC class II binding data. (1) The peptide sequence is NTARLMAGAGPAPML. The MHC is DRB1_1501 with pseudo-sequence DRB1_1501. The binding affinity (normalized) is 0.299. (2) The peptide sequence is AEDVIPEGWKADTSY. The MHC is DRB1_1001 with pseudo-sequence DRB1_1001. The binding affinity (normalized) is 0.0649. (3) The peptide sequence is AAKPAAAATATATAA. The MHC is DRB1_1302 with pseudo-sequence DRB1_1302. The binding affinity (normalized) is 0. (4) The peptide sequence is IMLLAYYIAAVNIES. The MHC is DRB1_1101 with pseudo-sequence DRB1_1101. The binding affinity (normalized) is 0.417. (5) The peptide sequence is IKYTRPGDSLAEVEL. The MHC is HLA-DPA10103-DPB10401 with pseudo-sequence HLA-DPA10103-DPB10401. The binding affinity (normalized) is 0.0824.